This data is from Catalyst prediction with 721,799 reactions and 888 catalyst types from USPTO. The task is: Predict which catalyst facilitates the given reaction. (1) Reactant: [CH2:1]([Mg]Br)[CH3:2].[S:5]1[CH:9]=[CH:8][C:7]([CH2:10][CH:11]=[O:12])=[CH:6]1.[Cl-].[NH4+]. Product: [S:5]1[CH:9]=[CH:8][C:7]([CH2:10][CH:11]([OH:12])[CH2:1][CH3:2])=[CH:6]1. The catalyst class is: 7. (2) Reactant: C(=O)([O-])[O-].[K+].[K+].[SH:7][CH2:8][C:9]([O:11][CH3:12])=[O:10].[CH3:13][O:14][C:15]1[C:16]([N+]([O-])=O)=[C:17]([CH:20]=[CH:21][CH:22]=1)[CH:18]=O.O. Product: [CH3:13][O:14][C:15]1[C:16]2[S:7][C:8]([C:9]([O:11][CH3:12])=[O:10])=[CH:18][C:17]=2[CH:20]=[CH:21][CH:22]=1. The catalyst class is: 3. (3) Reactant: [H-].[Na+].[C:3]1([OH:9])[CH:8]=[CH:7][CH:6]=[CH:5][CH:4]=1.Cl.Cl[C:12]1[CH:21]=[CH:20][C:19]2[C:14](=[C:15]([C:22]3[NH:31][C:25]4[N:26]=[CH:27][NH:28][C:29](=[O:30])[C:24]=4[CH:23]=3)[CH:16]=[CH:17][CH:18]=2)[N:13]=1.C(O)(C(F)(F)F)=O. Product: [O:9]([C:12]1[CH:21]=[CH:20][C:19]2[C:14](=[C:15]([C:22]3[NH:31][C:25]4[N:26]=[CH:27][NH:28][C:29](=[O:30])[C:24]=4[CH:23]=3)[CH:16]=[CH:17][CH:18]=2)[N:13]=1)[C:3]1[CH:8]=[CH:7][CH:6]=[CH:5][CH:4]=1. The catalyst class is: 623. (4) Product: [C:1]([C:3]1[CH:4]=[CH:5][C:6]([C:9]2[N:13]3[CH:14]=[C:15]([C:18]4[CH:19]=[CH:20][C:21]([C:22]([NH:66][CH2:65][CH2:64][N:61]5[CH2:62][CH2:63][O:58][CH2:59][CH2:60]5)=[O:23])=[CH:25][CH:26]=4)[CH:16]=[CH:17][C:12]3=[N:11][CH:10]=2)=[CH:7][CH:8]=1)#[N:2]. Reactant: [C:1]([C:3]1[CH:8]=[CH:7][C:6]([C:9]2[N:13]3[CH:14]=[C:15]([C:18]4[CH:26]=[CH:25][C:21]([C:22](O)=[O:23])=[CH:20][CH:19]=4)[CH:16]=[CH:17][C:12]3=[N:11][CH:10]=2)=[CH:5][CH:4]=1)#[N:2].CN(C(ON1N=NC2C=CC=NC1=2)=[N+](C)C)C.F[P-](F)(F)(F)(F)F.CN1CCOCC1.[O:58]1[CH2:63][CH2:62][N:61]([CH2:64][CH2:65][NH2:66])[CH2:60][CH2:59]1. The catalyst class is: 18.